From a dataset of Full USPTO retrosynthesis dataset with 1.9M reactions from patents (1976-2016). Predict the reactants needed to synthesize the given product. (1) Given the product [CH3:11][C:2]([NH:1][S:20]([CH2:17][CH2:16][CH3:15])(=[O:22])=[O:21])([CH3:12])[C:3](=[O:4])[C:5]1[CH:10]=[CH:9][CH:8]=[CH:7][CH:6]=1, predict the reactants needed to synthesize it. The reactants are: [NH2:1][C:2]([CH3:12])([CH3:11])[C:3]([C:5]1[CH:10]=[CH:9][CH:8]=[CH:7][CH:6]=1)=[O:4].CC1[CH:15]=[CH:16][C:17]([S:20](O)(=[O:22])=[O:21])=CC=1.C(C1C=CC(S(Cl)(=O)=O)=CC=1)CC.C(N(CC)CC)C. (2) The reactants are: [CH3:1][NH:2][C:3]1[CH:4]=[N:5][CH:6]=[CH:7][C:8]=1[C:9]1[CH:14]=[CH:13][CH:12]=[CH:11][C:10]=1[CH3:15].[CH3:16][O:17][C:18]1[CH:26]=[CH:25][C:21]([C:22]([OH:24])=O)=[CH:20][C:19]=1[C:27]([F:30])([F:29])[F:28]. Given the product [CH3:16][O:17][C:18]1[CH:26]=[CH:25][C:21]([C:22]([N:2]([CH3:1])[C:3]2[CH:4]=[N:5][CH:6]=[CH:7][C:8]=2[C:9]2[CH:14]=[CH:13][CH:12]=[CH:11][C:10]=2[CH3:15])=[O:24])=[CH:20][C:19]=1[C:27]([F:30])([F:29])[F:28], predict the reactants needed to synthesize it. (3) Given the product [CH2:4]([O:11][C:12]1[CH:13]=[C:14]([CH:19]=[C:20]([O:22][C@H:23]([CH3:27])[CH2:24][O:25][CH3:26])[CH:21]=1)[C:15]([OH:17])=[O:16])[C:5]1[CH:6]=[CH:7][CH:8]=[CH:9][CH:10]=1, predict the reactants needed to synthesize it. The reactants are: O.[OH-].[Li+].[CH2:4]([O:11][C:12]1[CH:13]=[C:14]([CH:19]=[C:20]([O:22][C@H:23]([CH3:27])[CH2:24][O:25][CH3:26])[CH:21]=1)[C:15]([O:17]C)=[O:16])[C:5]1[CH:10]=[CH:9][CH:8]=[CH:7][CH:6]=1. (4) The reactants are: [CH3:1][O:2][C:3]1[CH:4]=[C:5]2[C:10](=[CH:11][C:12]=1[O:13][CH3:14])[N:9]=[CH:8][N:7]=[C:6]2[O:15][C:16]1[CH:22]=[CH:21][C:19]([NH2:20])=[C:18]([N+:23]([O-:25])=[O:24])[CH:17]=1.Cl[C:27](Cl)([O:29]C(=O)OC(Cl)(Cl)Cl)Cl.[CH3:38][CH2:39][CH2:40][CH2:41][CH:42]([OH:47])[CH2:43][CH2:44][CH2:45][CH3:46].C(=O)(O)[O-].[Na+]. Given the product [CH3:1][O:2][C:3]1[CH:4]=[C:5]2[C:10](=[CH:11][C:12]=1[O:13][CH3:14])[N:9]=[CH:8][N:7]=[C:6]2[O:15][C:16]1[CH:22]=[CH:21][C:19]([NH:20][C:27](=[O:29])[O:47][CH:42]([CH2:43][CH2:44][CH2:45][CH3:46])[CH2:41][CH2:40][CH2:39][CH3:38])=[C:18]([N+:23]([O-:25])=[O:24])[CH:17]=1, predict the reactants needed to synthesize it. (5) Given the product [F:1][C:2]1[CH:3]=[C:4]2[N:13]([S:14]([C:17]3[CH:23]=[CH:22][C:20]([CH3:21])=[CH:19][CH:18]=3)(=[O:16])=[O:15])[CH:12]=[CH:11][C:5]2=[N:6][C:7]=1[C:8](=[N:30][OH:31])[CH3:9], predict the reactants needed to synthesize it. The reactants are: [F:1][C:2]1[CH:3]=[C:4]2[N:13]([S:14]([C:17]3[CH:23]=[CH:22][C:20]([CH3:21])=[CH:19][CH:18]=3)(=[O:16])=[O:15])[CH:12]=[CH:11][C:5]2=[N:6][C:7]=1[C:8](=O)[CH3:9].CC([O-])=O.[Na+].Cl.[NH2:30][OH:31]. (6) Given the product [F:23][C:17]1[C:18]([F:22])=[CH:19][CH:20]=[CH:21][C:16]=1[C@H:15]1[CH2:24][NH:25][C:10](=[O:11])[C@@H:9]([NH:8][C:6](=[O:7])[O:5][C:1]([CH3:4])([CH3:3])[CH3:2])[CH2:14]1, predict the reactants needed to synthesize it. The reactants are: [C:1]([O:5][C:6]([NH:8][CH:9]([CH2:14][CH:15]([C:24]#[N:25])[C:16]1[CH:21]=[CH:20][CH:19]=[C:18]([F:22])[C:17]=1[F:23])[C:10](OC)=[O:11])=[O:7])([CH3:4])([CH3:3])[CH3:2]. (7) Given the product [F:19][C:2]([F:1])([F:18])[C:3]1[CH:4]=[C:5]([C:13]2[N:17]=[CH:16][N:15]([CH2:21][C:22]([C:23]3[O:24][CH:34]=[N:36][N:37]=3)=[CH2:26])[N:14]=2)[CH:6]=[C:7]([C:9]([F:10])([F:12])[F:11])[CH:8]=1, predict the reactants needed to synthesize it. The reactants are: [F:1][C:2]([F:19])([F:18])[C:3]1[CH:4]=[C:5]([C:13]2[N:17]=[CH:16][NH:15][N:14]=2)[CH:6]=[C:7]([C:9]([F:12])([F:11])[F:10])[CH:8]=1.Br[CH2:21][C:22](=[CH2:26])[C:23](O)=[O:24].C(N(CC)CC)C.[CH:34]([NH:36][NH2:37])=O.C(P1(=O)OP(CCC)(=O)OP(CCC)(=O)O1)CC. (8) The reactants are: Br[C:2]1[CH:10]=[C:9]2[C:5]([CH:6]=[CH:7][N:8]2[CH2:11][CH2:12][N:13]([CH3:15])[CH3:14])=[CH:4][CH:3]=1.B1([C:22]2[CH:27]=[CH:26][CH:25]=[N:24][CH:23]=2)OCC[CH2:18][O:17]1.C(=O)([O-])[O-].[Na+].[Na+]. Given the product [NH3:8].[CH3:18][OH:17].[CH3:14][N:13]([CH2:12][CH2:11][N:8]1[C:9]2[C:5](=[CH:4][CH:3]=[C:2]([C:22]3[CH:23]=[N:24][CH:25]=[CH:26][CH:27]=3)[CH:10]=2)[CH:6]=[CH:7]1)[CH3:15], predict the reactants needed to synthesize it. (9) Given the product [Cl:22][C:23]1[CH:28]=[CH:27][C:26]([C:29]2([OH:35])[CH2:30][CH2:31][N:32]([CH2:19][C@@H:17]([OH:18])[CH2:16][O:15][C:12]3[CH:11]=[CH:10][C:9]([C:6]4[C:5]5[CH:20]=[CH:21][C:2]([F:1])=[CH:3][C:4]=5[O:8][N:7]=4)=[CH:14][CH:13]=3)[CH2:33][CH2:34]2)=[CH:25][CH:24]=1, predict the reactants needed to synthesize it. The reactants are: [F:1][C:2]1[CH:21]=[CH:20][C:5]2[C:6]([C:9]3[CH:14]=[CH:13][C:12]([O:15][CH2:16][C@H:17]4[CH2:19][O:18]4)=[CH:11][CH:10]=3)=[N:7][O:8][C:4]=2[CH:3]=1.[Cl:22][C:23]1[CH:28]=[CH:27][C:26]([C:29]2([OH:35])[CH2:34][CH2:33][NH:32][CH2:31][CH2:30]2)=[CH:25][CH:24]=1.